Dataset: HIV replication inhibition screening data with 41,000+ compounds from the AIDS Antiviral Screen. Task: Binary Classification. Given a drug SMILES string, predict its activity (active/inactive) in a high-throughput screening assay against a specified biological target. (1) The compound is CCOC(=O)N1CCN(c2c(C)nc(C)nc2O)CC1. The result is 0 (inactive). (2) The compound is CCOC(=O)C(NC(=O)c1ccccc1)(Nc1ccc(S(=O)(=O)Nc2ncccn2)cc1)C(F)(F)F. The result is 0 (inactive). (3) The drug is Fc1cccc(Cl)c1C1SCc2nc3ccccc3n21. The result is 1 (active).